The task is: Regression/Classification. Given a drug SMILES string, predict its absorption, distribution, metabolism, or excretion properties. Task type varies by dataset: regression for continuous measurements (e.g., permeability, clearance, half-life) or binary classification for categorical outcomes (e.g., BBB penetration, CYP inhibition). Dataset: cyp1a2_veith.. This data is from CYP1A2 inhibition data for predicting drug metabolism from PubChem BioAssay. (1) The molecule is CCN1C(=O)[C@H]2CC[C@H]3/C(=N\O[C@@H](C)c4cn([C@H]5COC[C@H]5O)nn4)C[C@@H](O)[C@@H](O)[C@@H]3[C@@H]2C1=O. The result is 0 (non-inhibitor). (2) The molecule is COc1ccc(C2C(=O)N(CCc3ccccc3)CC(=O)N2C2CCCC2)cc1. The result is 0 (non-inhibitor). (3) The result is 1 (inhibitor). The molecule is CNc1ncnc2ccc(-c3ccccc3CN(C)C)cc12. (4) The compound is O=C(c1ccco1)N1CCC2(CC1)CCN(c1cccc(-c3ccccc3)c1)CC2. The result is 1 (inhibitor). (5) The molecule is Cc1cc(C)c2cc(C#N)c(NCCOC(=O)c3ccccc3C)nc2c1. The result is 1 (inhibitor). (6) The drug is O=C1C2C3c4ccccc4C(c4ccccc43)C2C(=O)N1c1nc(-c2ccccc2)cs1. The result is 0 (non-inhibitor). (7) The molecule is C[C@@]12CCC(=O)C=C1CC[C@H]1[C@@H]2[C@@H](O)C[C@]2(C)[C@@H]1CC[C@@]2(O)C(=O)COC(=O)C1CCCC1. The result is 0 (non-inhibitor).